Dataset: Forward reaction prediction with 1.9M reactions from USPTO patents (1976-2016). Task: Predict the product of the given reaction. (1) Given the reactants BrC1C(N2CCN(C(NC3C=CC=CC=3)=O)CC2)=C2N=C(C3C=CC(N(C)C)=CC=3)NC2=NC=1.[CH2:35]([CH:42]1[CH2:47][CH2:46][N:45]([C:48]2[C:53]([Br:54])=[CH:52][N:51]=[C:50]([NH2:55])[C:49]=2[N+:56]([O-])=O)[CH2:44][CH2:43]1)[C:36]1[CH:41]=[CH:40][CH:39]=[CH:38][CH:37]=1.[O-]S(S([O-])=O)=O.[Na+].[Na+].[CH:67]([C:69]1[CH:83]=[CH:82][C:72]([CH2:73][NH:74][C:75](=[O:81])[O:76][C:77]([CH3:80])([CH3:79])[CH3:78])=[CH:71][CH:70]=1)=O, predict the reaction product. The product is: [CH2:35]([CH:42]1[CH2:47][CH2:46][N:45]([C:48]2[C:53]([Br:54])=[CH:52][N:51]=[C:50]3[NH:55][C:67]([C:69]4[CH:83]=[CH:82][C:72]([CH2:73][NH:74][C:75](=[O:81])[O:76][C:77]([CH3:80])([CH3:78])[CH3:79])=[CH:71][CH:70]=4)=[N:56][C:49]=23)[CH2:44][CH2:43]1)[C:36]1[CH:41]=[CH:40][CH:39]=[CH:38][CH:37]=1. (2) Given the reactants [SH:1][CH2:2][CH2:3][C:4]([OH:6])=[O:5].C[O-].[Na+].Br[CH2:11][C:12]([N:14]([CH2:17][CH3:18])[CH2:15][CH3:16])=[O:13], predict the reaction product. The product is: [CH2:15]([N:14]([CH2:17][CH3:18])[C:12]([CH2:11][S:1][CH2:2][CH2:3][C:4]([OH:6])=[O:5])=[O:13])[CH3:16]. (3) Given the reactants [F:1][C:2]1[C:7]([CH3:8])=[C:6]([F:9])[CH:5]=[CH:4][C:3]=1Br.[Li]CCCC.CN([CH:19]=[O:20])C, predict the reaction product. The product is: [F:1][C:2]1[C:7]([CH3:8])=[C:6]([F:9])[CH:5]=[CH:4][C:3]=1[CH:19]=[O:20]. (4) Given the reactants CC1C=CC(S(NC2C=C(C3C=CC4N(C=C(NC(=O)C)N=4)N=3)C=CC=2)(=O)=O)=CC=1.Cl[C:32]1[CH:33]=[CH:34][C:35]2[N:36]([CH:38]=[C:39]([NH:41][C:42](=[O:44])[CH3:43])[N:40]=2)[N:37]=1.[CH3:45][S:46][C:47]1[CH:48]=[C:49](B(O)O)[CH:50]=[N:51][CH:52]=1, predict the reaction product. The product is: [CH3:45][S:46][C:47]1[CH:48]=[C:49]([C:32]2[CH:33]=[CH:34][C:35]3[N:36]([CH:38]=[C:39]([NH:41][C:42](=[O:44])[CH3:43])[N:40]=3)[N:37]=2)[CH:50]=[N:51][CH:52]=1.